Dataset: Full USPTO retrosynthesis dataset with 1.9M reactions from patents (1976-2016). Task: Predict the reactants needed to synthesize the given product. (1) Given the product [C:18]([O:17][C:15]([NH:9][CH2:8][C:5]1[N:4]=[C:3]([C:10]([O:12][CH2:13][CH3:14])=[O:11])[C:2]([Cl:1])=[CH:7][CH:6]=1)=[O:16])([CH3:21])([CH3:20])[CH3:19], predict the reactants needed to synthesize it. The reactants are: [Cl:1][C:2]1[C:3]([C:10]([O:12][CH2:13][CH3:14])=[O:11])=[N:4][C:5]([C:8]#[N:9])=[CH:6][CH:7]=1.[C:15](O[C:15]([O:17][C:18]([CH3:21])([CH3:20])[CH3:19])=[O:16])([O:17][C:18]([CH3:21])([CH3:20])[CH3:19])=[O:16]. (2) Given the product [CH3:1][O:2][C:3]1[CH:4]=[C:5]2[C:10](=[CH:11][C:12]=1[CH2:13][NH:14][C@H:15]1[CH2:20][CH2:19][CH2:18][N:17]([CH2:21][C@@H:22]3[CH2:26][CH2:25][C:24](=[O:27])[N:23]3[CH3:38])[C@H:16]1[C:28]1[CH:33]=[CH:32][CH:31]=[CH:30][CH:29]=1)[N:9]([CH3:34])[C:8](=[O:35])[CH2:7][CH2:6]2, predict the reactants needed to synthesize it. The reactants are: [CH3:1][O:2][C:3]1[CH:4]=[C:5]2[C:10](=[CH:11][C:12]=1[CH2:13][NH:14][C@H:15]1[CH2:20][CH2:19][CH2:18][N:17]([CH2:21][CH:22]3[CH2:26][CH2:25][C:24](=[O:27])[NH:23]3)[C@H:16]1[C:28]1[CH:33]=[CH:32][CH:31]=[CH:30][CH:29]=1)[N:9]([CH3:34])[C:8](=[O:35])[CH2:7][CH2:6]2.[H-].[Na+].[CH3:38]I.O. (3) Given the product [ClH:1].[Br:2][C:3]1[CH:15]=[C:14]([F:41])[CH:13]=[CH:12][C:4]=1[O:5][CH:6]1[CH2:11][CH2:10][NH:9][CH2:8][CH2:7]1, predict the reactants needed to synthesize it. The reactants are: [ClH:1].[Br:2][C:3]1[CH:15]=[CH:14][CH:13]=[CH:12][C:4]=1[O:5][CH:6]1[CH2:11][CH2:10][NH:9][CH2:8][CH2:7]1.CS(OC1CCN(C(OC(C)(C)C)=O)CC1)(=O)=O.BrC1C=C([F:41])C=CC=1O. (4) Given the product [Cl:1][C:2]1[CH:7]=[CH:6][CH:5]=[CH:4][C:3]=1[N:8]1[C:12]([C:13]2[S:14][C:15]([C:18]3[CH:23]=[CH:22][CH:21]=[C:20]([S:24]([CH3:27])(=[O:26])=[O:25])[CH:19]=3)=[CH:16][CH:17]=2)=[CH:11][C:10]([C:28]([N:40]2[CH2:49][CH2:48][CH:43]([C:44]([O:46][CH3:47])=[O:45])[CH2:42][CH2:41]2)=[O:29])=[N:9]1, predict the reactants needed to synthesize it. The reactants are: [Cl:1][C:2]1[CH:7]=[CH:6][CH:5]=[CH:4][C:3]=1[N:8]1[C:12]([C:13]2[S:14][C:15]([C:18]3[CH:23]=[CH:22][CH:21]=[C:20]([S:24]([CH3:27])(=[O:26])=[O:25])[CH:19]=3)=[CH:16][CH:17]=2)=[CH:11][C:10]([C:28](Cl)=[O:29])=[N:9]1.C(N(CC)C(C)C)(C)C.[NH:40]1[CH2:49][CH2:48][CH:43]([C:44]([O:46][CH3:47])=[O:45])[CH2:42][CH2:41]1. (5) The reactants are: [Na].Cl[C:3]1[N:11]=[C:10]2[C:6]([NH:7][CH:8]=[N:9]2)=[C:5]([NH2:12])[N:4]=1.O.Cl.[CH3:15][O:16][CH2:17][CH2:18][OH:19]. Given the product [CH3:15][O:16][CH2:17][CH2:18][O:19][C:3]1[N:11]=[C:10]2[C:6]([NH:7][CH:8]=[N:9]2)=[C:5]([NH2:12])[N:4]=1, predict the reactants needed to synthesize it. (6) Given the product [F:8][C:7]1[CH:6]=[C:5]([C:9]2[O:10][C:11]([C:14]3[C:15]([C:20]4[CH:21]=[CH:22][CH:23]=[CH:24][CH:25]=4)=[N:16][O:17][C:18]=3[CH3:19])=[N:12][N:13]=2)[C:4]([O:26][CH3:27])=[CH:3][C:2]=1[NH:32][CH2:31][CH2:30][S:29][CH3:28], predict the reactants needed to synthesize it. The reactants are: F[C:2]1[C:7]([F:8])=[CH:6][C:5]([C:9]2[O:10][C:11]([C:14]3[C:15]([C:20]4[CH:25]=[CH:24][CH:23]=[CH:22][CH:21]=4)=[N:16][O:17][C:18]=3[CH3:19])=[N:12][N:13]=2)=[C:4]([O:26][CH3:27])[CH:3]=1.[CH3:28][S:29][CH2:30][CH2:31][NH2:32].